From a dataset of Full USPTO retrosynthesis dataset with 1.9M reactions from patents (1976-2016). Predict the reactants needed to synthesize the given product. (1) The reactants are: [N:1]1([CH2:6][C@@H:7]2[C@H:10]([NH:11][C:12](=[O:39])/[C:13](=[N:27]\[O:28][C:29]([CH3:38])([CH3:37])[C:30]([O:32]C(C)(C)C)=[O:31])/[C:14]3[N:18]=[C:17]([NH:19]C(OC(C)(C)C)=O)[S:16][N:15]=3)[C:9](=[O:40])[N:8]2[S:41]([OH:44])(=[O:43])=[O:42])[CH:5]=[N:4][CH:3]=[N:2]1.C(O)(C(F)(F)F)=O. Given the product [N:1]1([CH2:6][C@@H:7]2[C@H:10]([NH:11][C:12](=[O:39])/[C:13](=[N:27]\[O:28][C:29]([CH3:38])([CH3:37])[C:30]([OH:32])=[O:31])/[C:14]3[N:18]=[C:17]([NH2:19])[S:16][N:15]=3)[C:9](=[O:40])[N:8]2[S:41]([OH:44])(=[O:42])=[O:43])[CH:5]=[N:4][CH:3]=[N:2]1, predict the reactants needed to synthesize it. (2) Given the product [CH3:16][C:13]1[N:12]([CH3:17])[C:11]2[CH:10]=[CH:9][C:6]3[C:7](=[O:8])[C@H:2]([O:1][C:33](=[O:38])[C:34]([CH3:37])([CH3:36])[CH3:35])[C@@H:3]([C:18]4[CH:19]=[CH:20][CH:21]=[CH:22][CH:23]=4)[O:4][C:5]=3[C:15]=2[N:14]=1, predict the reactants needed to synthesize it. The reactants are: [OH:1][C@H:2]1[C:7](=[O:8])[C:6]2[CH:9]=[CH:10][C:11]3[N:12]([CH3:17])[C:13]([CH3:16])=[N:14][C:15]=3[C:5]=2[O:4][C@@H:3]1[C:18]1[CH:23]=[CH:22][CH:21]=[CH:20][CH:19]=1.C(N(C(C)C)C(C)C)C.[C:33](Cl)(=[O:38])[C:34]([CH3:37])([CH3:36])[CH3:35]. (3) The reactants are: [C:1]([O:5][C:6](=[O:9])[CH2:7][NH2:8])([CH3:4])([CH3:3])[CH3:2].[CH:10](=O)[CH2:11][CH:12]([CH3:14])[CH3:13]. Given the product [C:1]([O:5][C:6](=[O:9])[CH2:7]/[N:8]=[CH:10]/[CH2:11][CH:12]([CH3:14])[CH3:13])([CH3:4])([CH3:3])[CH3:2], predict the reactants needed to synthesize it. (4) Given the product [CH:1]1([O:4][C@H:5]2[CH2:9][NH:8][C@H:7]([C:20]([O:22][CH3:23])=[O:21])[CH2:6]2)[CH2:2][CH2:3]1, predict the reactants needed to synthesize it. The reactants are: [CH:1]1([O:4][C@H:5]2[CH2:9][N:8](C(OCC3C=CC=CC=3)=O)[C@H:7]([C:20]([O:22][CH3:23])=[O:21])[CH2:6]2)[CH2:3][CH2:2]1. (5) Given the product [OH:18][CH2:17][CH2:16][NH:23][CH2:22][C:20]([NH:1][C:2]1[CH:3]=[N:4][CH:5]=[CH:6][CH:7]=1)=[O:21], predict the reactants needed to synthesize it. The reactants are: [NH2:1][C:2]1[CH:3]=[N:4][CH:5]=[CH:6][CH:7]=1.C(N(CC)CC)C.Cl[CH2:16][C:17](Cl)=[O:18].[CH2:20]([CH2:22][NH2:23])[OH:21]. (6) Given the product [Br:15][C:16]1[CH:21]=[CH:20][C:19]([S:22]([N:1]2[CH2:4][CH:3]([OH:5])[CH2:2]2)(=[O:24])=[O:23])=[CH:18][CH:17]=1, predict the reactants needed to synthesize it. The reactants are: [NH:1]1[CH2:4][CH:3]([OH:5])[CH2:2]1.CCN(C(C)C)C(C)C.[Br:15][C:16]1[CH:21]=[CH:20][C:19]([S:22](Cl)(=[O:24])=[O:23])=[CH:18][CH:17]=1.